This data is from Catalyst prediction with 721,799 reactions and 888 catalyst types from USPTO. The task is: Predict which catalyst facilitates the given reaction. Reactant: [CH2:1](C([Sn])=C(CCCC)CCCC)[CH2:2]CC.Br[C:17]1[CH:22]=[C:21]([O:23][CH2:24][F:25])[CH:20]=[C:19]([Br:26])[CH:18]=1.C(C1C=C(C)C=C(C(C)(C)C)C=1O)(C)(C)C.[OH-].[Na+]. Product: [Br:26][C:19]1[CH:18]=[C:17]([CH:1]=[CH2:2])[CH:22]=[C:21]([O:23][CH2:24][F:25])[CH:20]=1. The catalyst class is: 109.